Predict the reactants needed to synthesize the given product. From a dataset of Full USPTO retrosynthesis dataset with 1.9M reactions from patents (1976-2016). (1) Given the product [CH3:1][O:2][C:3](=[O:29])/[CH:4]=[CH:5]/[C:6]1[CH:7]=[C:8]2[C:25](=[CH:26][CH:27]=1)[O:24][C:11]1([CH2:12][CH2:13][N:14]([CH2:31][CH2:32][C:33]3[CH:38]=[CH:37][CH:36]=[C:35]([O:39][CH3:40])[CH:34]=3)[CH2:15][CH2:16]1)[CH2:10][C:9]2=[O:28], predict the reactants needed to synthesize it. The reactants are: [CH3:1][O:2][C:3](=[O:29])/[CH:4]=[CH:5]/[C:6]1[CH:7]=[C:8]2[C:25](=[CH:26][CH:27]=1)[O:24][C:11]1([CH2:16][CH2:15][N:14](C(OC(C)(C)C)=O)[CH2:13][CH2:12]1)[CH2:10][C:9]2=[O:28].Br[CH2:31][CH2:32][C:33]1[CH:38]=[CH:37][CH:36]=[C:35]([O:39][CH3:40])[CH:34]=1. (2) Given the product [F:19][C:16]1[CH:17]=[CH:18][C:13]([O:12][CH2:11][C:9]2[N:10]=[C:5]3[N:4]=[CH:3][C:2]([C:20]4[CH:25]=[CH:24][CH:23]=[CH:22][CH:21]=4)=[CH:7][N:6]3[CH:8]=2)=[CH:14][CH:15]=1, predict the reactants needed to synthesize it. The reactants are: Br[C:2]1[CH:3]=[N:4][C:5]2[N:6]([CH:8]=[C:9]([CH2:11][O:12][C:13]3[CH:18]=[CH:17][C:16]([F:19])=[CH:15][CH:14]=3)[N:10]=2)[CH:7]=1.[C:20]1(B(O)O)[CH:25]=[CH:24][CH:23]=[CH:22][CH:21]=1. (3) Given the product [CH3:1][O:2][C:3]([N:5]1[C@H:13]2[C@H:8]([C@@:9]([C:14]#[C:15][C:16]3[CH:17]=[C:18]([CH3:22])[CH:19]=[CH:20][CH:21]=3)([O:23][C:24](=[O:35])[CH2:25][CH2:26][CH2:27][CH2:28][CH2:29][CH2:30][CH2:31][CH2:32][CH2:33][CH3:34])[CH2:10][CH2:11][CH2:12]2)[CH2:7][CH2:6]1)=[O:4], predict the reactants needed to synthesize it. The reactants are: [CH3:1][O:2][C:3]([N:5]1[C@@H:13]2[C@@H:8]([C@@:9]([OH:23])([C:14]#[C:15][C:16]3[CH:17]=[C:18]([CH3:22])[CH:19]=[CH:20][CH:21]=3)[CH2:10][CH2:11][CH2:12]2)[CH2:7][CH2:6]1)=[O:4].[C:24](O)(=[O:35])[CH2:25][CH2:26][CH2:27][CH2:28][CH2:29][CH2:30][CH2:31][CH2:32][CH2:33][CH3:34]. (4) Given the product [O:10]=[C:11]1[CH:16]=[CH:15][CH:14]=[CH:13][N:12]1[C:17]1[CH:18]=[CH:19][C:20]([C:21]([NH:48][CH2:49][C:50](=[O:51])[N:52]2[CH2:53][CH2:54][N:55]([C:58](=[O:69])[C:59]3[CH:64]=[CH:63][CH:62]=[CH:61][C:60]=3[C:65]([F:66])([F:68])[F:67])[CH2:56][CH2:57]2)=[O:23])=[CH:24][CH:25]=1, predict the reactants needed to synthesize it. The reactants are: CCN(C(C)C)C(C)C.[O:10]=[C:11]1[CH:16]=[CH:15][CH:14]=[CH:13][N:12]1[C:17]1[CH:25]=[CH:24][C:20]([C:21]([OH:23])=O)=[CH:19][CH:18]=1.C1C=CC2N(O)N=NC=2C=1.CCN=C=NCCCN(C)C.Cl.[NH2:48][CH2:49][C:50]([N:52]1[CH2:57][CH2:56][N:55]([C:58](=[O:69])[C:59]2[CH:64]=[CH:63][CH:62]=[CH:61][C:60]=2[C:65]([F:68])([F:67])[F:66])[CH2:54][CH2:53]1)=[O:51]. (5) Given the product [CH:38]([C:35]1[N:34]=[C:33]([CH:32]=[C:29]2[CH2:28][CH2:27][NH:26][CH2:31][CH2:30]2)[O:37][N:36]=1)([CH3:40])[CH3:39], predict the reactants needed to synthesize it. The reactants are: C1(N2C=C(C=C3CCNCC3)N=N2)C=CC=CC=1.C(OC([N:26]1[CH2:31][CH2:30][C:29](=[CH:32][C:33]2[O:37][N:36]=[C:35]([CH:38]([CH3:40])[CH3:39])[N:34]=2)[CH2:28][CH2:27]1)=O)(C)(C)C. (6) Given the product [ClH:3].[Cl:3][CH2:19][C:8]1[CH:9]=[CH:10][C:11]([C:13]2[CH:14]=[N:15][N:16]([CH3:18])[CH:17]=2)=[CH:12][C:7]=1[F:6], predict the reactants needed to synthesize it. The reactants are: S(Cl)([Cl:3])=O.O.[F:6][C:7]1[CH:12]=[C:11]([C:13]2[CH:14]=[N:15][N:16]([CH3:18])[CH:17]=2)[CH:10]=[CH:9][C:8]=1[CH2:19]O. (7) Given the product [F:29][C:30]1[CH:31]=[CH:32][C:33]([C:36]2[CH:41]=[N:40][C:39]([N:8]3[CH2:13][CH2:12][N:11]([S:14]([CH2:17][C:18]4([C:24]([OH:26])=[O:25])[CH2:19][CH2:20][O:21][CH2:22][CH2:23]4)(=[O:15])=[O:16])[CH2:10][CH2:9]3)=[N:38][CH:37]=2)=[CH:34][CH:35]=1, predict the reactants needed to synthesize it. The reactants are: BrC1C=CC([N:8]2[CH2:13][CH2:12][N:11]([S:14]([CH2:17][C:18]3([C:24]([OH:26])=[O:25])[CH2:23][CH2:22][O:21][CH2:20][CH2:19]3)(=[O:16])=[O:15])[CH2:10][CH2:9]2)=CC=1.Cl.Cl.[F:29][C:30]1[CH:35]=[CH:34][C:33]([C:36]2[CH:37]=[N:38][C:39](N3CCNCC3)=[N:40][CH:41]=2)=[CH:32][CH:31]=1.COC(C1(S(Cl)(=O)=O)CCOC(C)C1)=O. (8) Given the product [CH3:20][N:18]1[CH:19]=[C:15]([N:14]2[C:5]3[C:4]4[CH:3]=[C:2]([C:31]5[CH:30]=[N:29][C:28]([O:42][CH3:43])=[C:27]([O:26][CH2:24][CH3:25])[CH:32]=5)[CH:11]=[CH:10][C:9]=4[N:8]=[CH:7][C:6]=3[N:12]([CH3:23])[C:13]2=[O:22])[C:16]([CH3:21])=[N:17]1, predict the reactants needed to synthesize it. The reactants are: Br[C:2]1[CH:11]=[CH:10][C:9]2[N:8]=[CH:7][C:6]3[N:12]([CH3:23])[C:13](=[O:22])[N:14]([C:15]4[C:16]([CH3:21])=[N:17][N:18]([CH3:20])[CH:19]=4)[C:5]=3[C:4]=2[CH:3]=1.[CH2:24]([O:26][C:27]1[C:28]([O:42][CH3:43])=[N:29][CH:30]=[C:31](B2OC(C)(C)C(C)(C)O2)[CH:32]=1)[CH3:25]. (9) Given the product [Cl:15][C:16]1[CH:17]=[CH:18][C:19]2[N:20]([N:22]=[C:23]([C:35]3[CH:40]=[CH:39][CH:38]=[CH:37][CH:36]=3)[C:24]=2[CH2:25][C:26]2[N:31]=[C:30]([C:32]([NH:1][C:2]#[N:3])=[O:33])[CH:29]=[CH:28][CH:27]=2)[CH:21]=1, predict the reactants needed to synthesize it. The reactants are: [N:1]#[C:2][NH2:3].C(N=C=NCCCN(C)C)C.[Cl:15][C:16]1[CH:17]=[CH:18][C:19]2[N:20]([N:22]=[C:23]([C:35]3[CH:40]=[CH:39][CH:38]=[CH:37][CH:36]=3)[C:24]=2[CH2:25][C:26]2[N:31]=[C:30]([C:32](O)=[O:33])[CH:29]=[CH:28][CH:27]=2)[CH:21]=1.Cl. (10) Given the product [CH2:20]([CH:19]1[CH:18]([CH2:1][CH2:2][CH2:3][CH2:4][CH2:5][CH2:6][CH2:7]/[CH:8]=[CH:9]\[CH2:10]/[CH:11]=[CH:12]\[CH2:13][CH2:14][CH2:15][CH2:16][CH3:17])[CH:38]([CH2:39][CH2:40][CH2:41][CH2:42][CH2:43][CH2:44][CH2:45][CH2:46]/[CH:47]=[CH:48]\[CH2:49]/[CH:50]=[CH:51]\[CH2:52][CH2:53][CH2:54][CH2:55][CH3:56])[O:57][CH:61]([CH2:62][CH2:63][N:82]([CH3:83])[CH3:81])[O:37]1)[CH2:21][CH2:22][CH2:23][CH2:24][CH2:25][CH2:26]/[CH:27]=[CH:28]\[CH2:29]/[CH:30]=[CH:31]\[CH2:32][CH2:33][CH2:34][CH2:35][CH3:36], predict the reactants needed to synthesize it. The reactants are: [CH2:1]([CH:18]([CH:38]([OH:57])[CH2:39][CH2:40][CH2:41][CH2:42][CH2:43][CH2:44][CH2:45][CH2:46]/[CH:47]=[CH:48]\[CH2:49]/[CH:50]=[CH:51]\[CH2:52][CH2:53][CH2:54][CH2:55][CH3:56])[CH:19]([OH:37])[CH2:20][CH2:21][CH2:22][CH2:23][CH2:24][CH2:25][CH2:26]/[CH:27]=[CH:28]\[CH2:29]/[CH:30]=[CH:31]\[CH2:32][CH2:33][CH2:34][CH2:35][CH3:36])[CH2:2][CH2:3][CH2:4][CH2:5][CH2:6][CH2:7]/[CH:8]=[CH:9]\[CH2:10]/[CH:11]=[CH:12]\[CH2:13][CH2:14][CH2:15][CH2:16][CH3:17].C(O[CH:61](OCC)[CH2:62][CH2:63]Cl)C.CC1C=CC(S([O-])(=O)=O)=CC=1.C1C=[CH:83][NH+:82]=[CH:81]C=1.C([O-])(O)=O.[Na+].